This data is from Full USPTO retrosynthesis dataset with 1.9M reactions from patents (1976-2016). The task is: Predict the reactants needed to synthesize the given product. (1) Given the product [CH2:30]([C:29]1[N:4]=[C:2]([CH3:3])[NH:5][C:25](=[O:26])[C:24]=1[CH2:23][C:20]1[CH:21]=[CH:22][C:17]([C:12]2[C:11]([C:9]#[N:10])=[CH:16][CH:15]=[CH:14][CH:13]=2)=[CH:18][C:19]=1[F:35])[CH2:31][CH2:32][CH3:33], predict the reactants needed to synthesize it. The reactants are: Cl.[C:2]([NH2:5])(=[NH:4])[CH3:3].C[O-].[Na+].[C:9]([C:11]1[CH:16]=[CH:15][CH:14]=[CH:13][C:12]=1[C:17]1[CH:22]=[CH:21][C:20]([CH2:23][CH:24]([C:29](=O)[CH2:30][CH2:31][CH2:32][CH3:33])[C:25](OC)=[O:26])=[C:19]([F:35])[CH:18]=1)#[N:10].O. (2) Given the product [F:21][C:4]1[CH:3]=[C:2]([C:27]2[CH:26]=[CH:25][C:24]([O:23][CH3:22])=[CH:29][C:28]=2[O:30][CH3:31])[CH:7]=[CH:6][C:5]=1[C:8]([N:10]1[CH2:14][CH2:13][CH2:12][C@H:11]1[CH2:15][N:16]1[CH2:20][CH2:19][CH2:18][CH2:17]1)=[O:9], predict the reactants needed to synthesize it. The reactants are: Br[C:2]1[CH:7]=[CH:6][C:5]([C:8]([N:10]2[CH2:14][CH2:13][CH2:12][C@H:11]2[CH2:15][N:16]2[CH2:20][CH2:19][CH2:18][CH2:17]2)=[O:9])=[C:4]([F:21])[CH:3]=1.[CH3:22][O:23][C:24]1[CH:29]=[C:28]([O:30][CH3:31])[CH:27]=[CH:26][C:25]=1B(O)O.